The task is: Predict the product of the given reaction.. This data is from Forward reaction prediction with 1.9M reactions from USPTO patents (1976-2016). (1) Given the reactants [CH:1]1([NH:4][C:5]([NH:7][C:8]2[C:9]([C:13]3[NH:17][C:16]4[CH:18]=[CH:19][C:20]([CH2:22][N:23]5[CH2:28][CH2:27][O:26][CH2:25][CH2:24]5)=[CH:21][C:15]=4[N:14]=3)=[N:10][NH:11][CH:12]=2)=[O:6])[CH2:3][CH2:2]1.[CH2:29]([S:31]([OH:34])(=[O:33])=[O:32])[CH3:30].CCOCC, predict the reaction product. The product is: [CH2:29]([S:31]([OH:34])(=[O:33])=[O:32])[CH3:30].[CH:1]1([NH:4][C:5]([NH:7][C:8]2[C:9]([C:13]3[NH:17][C:16]4[CH:18]=[CH:19][C:20]([CH2:22][N:23]5[CH2:24][CH2:25][O:26][CH2:27][CH2:28]5)=[CH:21][C:15]=4[N:14]=3)=[N:10][NH:11][CH:12]=2)=[O:6])[CH2:3][CH2:2]1. (2) The product is: [CH3:33][C:34]([CH3:38])([CH3:37])[C:35]#[C:36][C:21]1[S:22][CH:23]=[CH:24][N:25]=1. Given the reactants C1(P(C2C=CC=CC=2)C2C=CC=CC=2)C=CC=CC=1.Br[C:21]1[S:22][CH:23]=[CH:24][N:25]=1.C(=O)([O-])[O-].[K+].[K+].O.[CH3:33][C:34]([CH3:38])([CH3:37])[C:35]#[CH:36], predict the reaction product. (3) Given the reactants CC1N=CC2C(C=1)=C([N+]([O-])=O)C=CC=2.[CH3:15][C:16]1[N:17]=[CH:18][C:19]2[C:24]([CH:25]=1)=[CH:23][CH:22]=[CH:21][C:20]=2[N+:26]([O-])=O.[F:29][C:30]([F:42])([F:41])[C:31]1[CH:40]=[CH:39][C:34]([CH2:35][N:36]=[C:37]=[O:38])=[CH:33][CH:32]=1, predict the reaction product. The product is: [CH3:15][C:16]1[N:17]=[CH:18][C:19]2[C:24]([CH:25]=1)=[CH:23][CH:22]=[CH:21][C:20]=2[NH:26][C:37]([NH:36][CH2:35][C:34]1[CH:33]=[CH:32][C:31]([C:30]([F:29])([F:42])[F:41])=[CH:40][CH:39]=1)=[O:38]. (4) Given the reactants [F:1][C:2]([F:26])([F:25])[C:3]1[N:4]=[CH:5][C:6]([NH:9][CH2:10][C@@H:11]2[CH2:17][C@H:16]3[C@H:14]([CH2:15]3)[CH2:13][N:12]2C(OC(C)(C)C)=O)=[N:7][CH:8]=1.C(Cl)Cl, predict the reaction product. The product is: [C@H:14]12[CH2:15][C@H:16]1[CH2:17][C@@H:11]([CH2:10][NH:9][C:6]1[CH:5]=[N:4][C:3]([C:2]([F:26])([F:25])[F:1])=[CH:8][N:7]=1)[NH:12][CH2:13]2. (5) Given the reactants C([O:5][C:6](=[O:30])[C@@H:7]([NH:14][C:15]([C:17]1[CH:22]=[CH:21][C:20]([C:23]2[CH:28]=[CH:27][CH:26]=[C:25]([NH2:29])[CH:24]=2)=[CH:19][CH:18]=1)=[O:16])[CH2:8][O:9]C(C)(C)C)(C)(C)C.[Cl:31][C:32]1[N:36]([CH3:37])[N:35]=[C:34]([CH3:38])[C:33]=1[S:39](Cl)(=[O:41])=[O:40], predict the reaction product. The product is: [Cl:31][C:32]1[N:36]([CH3:37])[N:35]=[C:34]([CH3:38])[C:33]=1[S:39]([NH:29][C:25]1[CH:24]=[C:23]([C:20]2[CH:19]=[CH:18][C:17]([C:15]([NH:14][C@@H:7]([CH2:8][OH:9])[C:6]([OH:5])=[O:30])=[O:16])=[CH:22][CH:21]=2)[CH:28]=[CH:27][CH:26]=1)(=[O:40])=[O:41]. (6) The product is: [F:16][C:17]1[CH:22]=[C:21]([F:23])[CH:20]=[CH:19][C:18]=1[C:24]1[CH:29]=[CH:28][CH:27]=[C:26]([N:30]2[CH2:31][CH2:32][N:33]([C:8]([NH:7][C:5]3[O:4][N:3]=[C:2]([CH3:1])[CH:6]=3)=[O:15])[CH2:34][CH2:35]2)[CH:25]=1. Given the reactants [CH3:1][C:2]1[CH:6]=[C:5]([NH:7][C:8](=[O:15])OCC(Cl)(Cl)Cl)[O:4][N:3]=1.[F:16][C:17]1[CH:22]=[C:21]([F:23])[CH:20]=[CH:19][C:18]=1[C:24]1[CH:29]=[CH:28][CH:27]=[C:26]([N:30]2[CH2:35][CH2:34][NH:33][CH2:32][CH2:31]2)[CH:25]=1, predict the reaction product. (7) Given the reactants [Cl-].[Al+3].[Cl-].[Cl-].[Cl:5][CH2:6][C:7](Cl)=[O:8].Cl.[CH3:11][C:12]1[CH:13]=[CH:14][C:15]([CH3:18])=[CH:16][CH:17]=1, predict the reaction product. The product is: [Cl:5][CH2:6][C:7]([C:17]1[CH:16]=[C:15]([CH3:18])[CH:14]=[CH:13][C:12]=1[CH3:11])=[O:8]. (8) Given the reactants [CH:1]1([N:4]2[C:8]([NH:9][C:10](=[O:12])[CH3:11])=[C:7](I)[CH:6]=[N:5]2)[CH2:3][CH2:2]1.[CH:14]1([O:18][C:19]2[C:28](B3OC(C)(C)C(C)(C)O3)=[CH:27][CH:26]=[C:25]3[C:20]=2[CH2:21][CH2:22][C@H:23]([CH3:43])[N:24]3[C:38]([CH:40]2[CH2:42][CH2:41]2)=[O:39])[CH2:17][CH2:16][CH2:15]1.C(=O)([O-])[O-].[Na+].[Na+].O1CCOCC1, predict the reaction product. The product is: [CH:14]1([O:18][C:19]2[C:28]([C:7]3[CH:6]=[N:5][N:4]([CH:1]4[CH2:3][CH2:2]4)[C:8]=3[NH:9][C:10](=[O:12])[CH3:11])=[CH:27][CH:26]=[C:25]3[C:20]=2[CH2:21][CH2:22][C@H:23]([CH3:43])[N:24]3[C:38]([CH:40]2[CH2:41][CH2:42]2)=[O:39])[CH2:17][CH2:16][CH2:15]1. (9) The product is: [Br:3][C:4]1[CH:5]=[CH:6][C:7]([C:18]([OH:22])=[O:1])=[C:8]([CH2:9][O:10][CH2:11][C:12]([OH:14])=[O:13])[CH:17]=1. Given the reactants [OH-:1].[K+].[Br:3][C:4]1[CH:5]=[CH:6][C:7]([C:18]#N)=[C:8]([CH:17]=1)[CH2:9][O:10][CH2:11][C:12]([O:14]CC)=[O:13].Cl.C[OH:22], predict the reaction product. (10) Given the reactants Cl[C:2]1[C:11]2[C:6](=[N:7][CH:8]=[CH:9][CH:10]=2)[N:5]=[CH:4][CH:3]=1.[NH2:12][C:13]1[CH:18]=[C:17]([O:19][CH2:20][C:21]2[CH:26]=[CH:25][CH:24]=[CH:23][CH:22]=2)[CH:16]=[CH:15][C:14]=1[S:27][C:28]1[CH:33]=[CH:32][C:31]([OH:34])=[CH:30][CH:29]=1, predict the reaction product. The product is: [CH2:20]([O:19][C:17]1[CH:16]=[CH:15][C:14]([S:27][C:28]2[CH:29]=[CH:30][C:31]([OH:34])=[CH:32][CH:33]=2)=[C:13]([NH:12][C:2]2[C:11]3[C:6](=[N:7][CH:8]=[CH:9][CH:10]=3)[N:5]=[CH:4][CH:3]=2)[CH:18]=1)[C:21]1[CH:22]=[CH:23][CH:24]=[CH:25][CH:26]=1.